This data is from Full USPTO retrosynthesis dataset with 1.9M reactions from patents (1976-2016). The task is: Predict the reactants needed to synthesize the given product. Given the product [I:17][C:13]1[CH:12]=[C:11]([CH:16]=[CH:15][CH:14]=1)[CH2:10][N:1]1[CH2:5][CH2:4][CH2:3][C:2]1=[O:6], predict the reactants needed to synthesize it. The reactants are: [NH:1]1[CH2:5][CH2:4][CH2:3][C:2]1=[O:6].[H-].[Na+].Br[CH2:10][C:11]1[CH:16]=[CH:15][CH:14]=[C:13]([I:17])[CH:12]=1.